Predict the reactants needed to synthesize the given product. From a dataset of Full USPTO retrosynthesis dataset with 1.9M reactions from patents (1976-2016). (1) Given the product [Br:23][C:24]1[CH:25]=[CH:26][C:27]([C:30]2[CH:35]=[CH:34][C:33]([C:2]3[NH:6][C:5]([C@@H:7]4[CH2:11][C@H:10]([CH3:12])[CH2:9][N:8]4[C:13]([O:15][C:16]([CH3:19])([CH3:18])[CH3:17])=[O:14])=[N:4][C:3]=3[CH3:20])=[CH:32][CH:31]=2)=[CH:28][CH:29]=1, predict the reactants needed to synthesize it. The reactants are: I[C:2]1[NH:6][C:5]([C@@H:7]2[CH2:11][C@H:10]([CH3:12])[CH2:9][N:8]2[C:13]([O:15][C:16]([CH3:19])([CH3:18])[CH3:17])=[O:14])=[N:4][C:3]=1[CH3:20].CO.[Br:23][C:24]1[CH:29]=[CH:28][C:27]([C:30]2[CH:35]=[CH:34][C:33](B(O)O)=[CH:32][CH:31]=2)=[CH:26][CH:25]=1.[O-]P([O-])([O-])=O.[K+].[K+].[K+]. (2) The reactants are: Cl.[CH:2]1([C:5]2[C:6]([O:19][CH2:20][CH:21]3[CH2:26][CH2:25][NH:24][CH2:23][CH2:22]3)=[CH:7][C:8]([F:18])=[C:9]([CH:17]=2)[C:10]([NH:12][S:13]([CH3:16])(=[O:15])=[O:14])=[O:11])[CH2:4][CH2:3]1.[Br:27][C:28]1[C:35](F)=[CH:34][C:31]([CH:32]=O)=[C:30]([F:37])[CH:29]=1. Given the product [Br:27][C:28]1[CH:35]=[CH:34][C:31]([CH2:32][N:24]2[CH2:23][CH2:22][CH:21]([CH2:20][O:19][C:6]3[C:5]([CH:2]4[CH2:4][CH2:3]4)=[CH:17][C:9]([C:10]([NH:12][S:13]([CH3:16])(=[O:14])=[O:15])=[O:11])=[C:8]([F:18])[CH:7]=3)[CH2:26][CH2:25]2)=[C:30]([F:37])[CH:29]=1, predict the reactants needed to synthesize it. (3) Given the product [F:23][C:24]1[CH:32]=[CH:31][C:27]([C:28]([N:4]([CH2:5][C:6]2[CH:22]=[CH:21][CH:20]=[CH:19][C:7]=2[O:8][CH2:9][CH2:10][CH2:11][CH2:12][CH2:13][C:14]([O:16][CH2:17][CH3:18])=[O:15])[CH:1]([CH3:2])[CH3:3])=[O:29])=[CH:26][CH:25]=1, predict the reactants needed to synthesize it. The reactants are: [CH:1]([NH:4][CH2:5][C:6]1[CH:22]=[CH:21][CH:20]=[CH:19][C:7]=1[O:8][CH2:9][CH2:10][CH2:11][CH2:12][CH2:13][C:14]([O:16][CH2:17][CH3:18])=[O:15])([CH3:3])[CH3:2].[F:23][C:24]1[CH:32]=[CH:31][C:27]([C:28](O)=[O:29])=[CH:26][CH:25]=1.CCN=C=NCCCN(C)C.Cl.C1C=CC2N(O)N=NC=2C=1.C(N(C(C)C)CC)(C)C.